Dataset: Full USPTO retrosynthesis dataset with 1.9M reactions from patents (1976-2016). Task: Predict the reactants needed to synthesize the given product. Given the product [CH:1]([C:2]1[CH:11]=[CH:10][C:9]2[C:4](=[CH:5][CH:6]=[CH:7][C:8]=2[N:12]2[CH2:13][CH2:14][N:15]([C:18]([O:20][C:21]([CH3:24])([CH3:23])[CH3:22])=[O:19])[CH2:16][CH2:17]2)[N:3]=1)=[O:26], predict the reactants needed to synthesize it. The reactants are: [CH3:1][C:2]1[CH:11]=[CH:10][C:9]2[C:4](=[CH:5][CH:6]=[CH:7][C:8]=2[N:12]2[CH2:17][CH2:16][N:15]([C:18]([O:20][C:21]([CH3:24])([CH3:23])[CH3:22])=[O:19])[CH2:14][CH2:13]2)[N:3]=1.[Se](=O)=[O:26].